The task is: Predict the reaction yield, written as a fraction of the theoretical maximum amount of product (1.0 means a 100% yield; for example, 0.34 means a 34% yield).. This data is from Reaction yield outcomes from USPTO patents with 853,638 reactions. (1) The reactants are [CH3:1][C:2]1[CH:7]=[CH:6][C:5]([S:8]([O:11][CH2:12][CH:13]2[CH2:17][C:16]3[CH:18]=[CH:19][CH:20]=[C:21]([O:22]C)[C:15]=3[O:14]2)(=[O:10])=[O:9])=[CH:4][CH:3]=1.Br. The catalyst is O. The product is [CH3:1][C:2]1[CH:3]=[CH:4][C:5]([S:8]([O:11][CH2:12][CH:13]2[CH2:17][C:16]3[CH:18]=[CH:19][CH:20]=[C:21]([OH:22])[C:15]=3[O:14]2)(=[O:10])=[O:9])=[CH:6][CH:7]=1. The yield is 0.770. (2) The reactants are NC1C=CC(C#N)=CC=1[NH:10][CH2:11][CH2:12][N:13]1[CH2:18][CH2:17][O:16][CH2:15][CH2:14]1.CO[C:21]1[CH:22]=[C:23]([CH:26]=[CH:27][C:28]=1[N+:29]([O-:31])=[O:30])[C:24]#[N:25].NCCN1CCOCC1. The catalyst is CCOC(C)=O. The product is [N:13]1([CH2:12][CH2:11][NH:10][C:21]2[CH:22]=[C:23]([CH:26]=[CH:27][C:28]=2[N+:29]([O-:31])=[O:30])[C:24]#[N:25])[CH2:18][CH2:17][O:16][CH2:15][CH2:14]1. The yield is 0.890. (3) The reactants are [CH2:1]([O:3][C:4]1[C:12]2[O:11][C:10]([CH3:14])([CH3:13])[CH2:9][C:8]=2[CH:7]=[C:6]([CH:15](O)[CH:16]([CH3:18])[CH3:17])[CH:5]=1)[CH3:2].[NH2:20][C:21]1[CH:22]=[C:23]([CH:26]=[CH:27][CH:28]=1)[C:24]#[N:25].C(O)(=O)C.S(=O)(=O)(O)O. The catalyst is O.C1(C)C=CC=CC=1. The product is [CH2:1]([O:3][C:4]1[CH:5]=[C:6]2[C:7](=[C:8]3[CH2:9][C:10]([CH3:14])([CH3:13])[O:11][C:12]=13)[C:24]([C:23]1[CH:22]=[C:21]([NH2:20])[CH:28]=[CH:27][CH:26]=1)=[N:25][C:16]([CH3:18])([CH3:17])[CH2:15]2)[CH3:2]. The yield is 0.530. (4) The reactants are [Br:1][CH2:2][CH2:3][CH2:4][CH2:5][CH2:6][CH2:7][CH2:8][CH2:9]C=O.[CH3:12][O:13][CH:14](OC)[O:15][CH3:16].Cl. The catalyst is O1CCOCC1.C(=O)(O)[O-].[Na+].CO. The product is [Br:1][CH2:2][CH2:3][CH2:4][CH2:5][CH2:6][CH2:7][CH2:8][CH2:9][CH:14]([O:15][CH3:16])[O:13][CH3:12]. The yield is 0.970. (5) The reactants are [CH3:1][C:2]1[CH:14]=[CH:13][C:5]([C:6]([O:8][C:9]([CH3:12])([CH3:11])[CH3:10])=[O:7])=[CH:4][N:3]=1.C1C(=O)N([Br:22])C(=O)C1.CC(N=NC(C#N)(C)C)(C#N)C. The catalyst is C(Cl)(Cl)(Cl)Cl. The product is [Br:22][CH2:1][C:2]1[CH:14]=[CH:13][C:5]([C:6]([O:8][C:9]([CH3:11])([CH3:10])[CH3:12])=[O:7])=[CH:4][N:3]=1. The yield is 0.257. (6) The reactants are [F:1][C:2]1[CH:3]=[C:4]([C:9]2([O:14][CH3:15])[CH2:13][CH2:12][NH:11][CH2:10]2)[CH:5]=[CH:6][C:7]=1[F:8].[H-].[Na+].[CH2:18](Br)[C:19]1[CH:24]=[CH:23][CH:22]=[CH:21][CH:20]=1. The catalyst is CN(C)C=O. The product is [CH2:18]([N:11]1[CH2:12][CH2:13][C:9]([C:4]2[CH:5]=[CH:6][C:7]([F:8])=[C:2]([F:1])[CH:3]=2)([O:14][CH3:15])[CH2:10]1)[C:19]1[CH:24]=[CH:23][CH:22]=[CH:21][CH:20]=1. The yield is 0.550.